The task is: Predict the reactants needed to synthesize the given product.. This data is from Full USPTO retrosynthesis dataset with 1.9M reactions from patents (1976-2016). Given the product [O:25]=[C:11]1[CH2:12][CH2:13][CH2:14][CH:15](/[CH:16]=[CH:17]/[C:18](=[O:24])[CH2:19][CH2:20][CH2:21][CH2:22][CH3:23])[N:10]1[CH2:9][C:8]#[C:7][CH2:6][CH2:5][CH2:4][C:3]([OH:26])=[O:2], predict the reactants needed to synthesize it. The reactants are: C[O:2][C:3](=[O:26])[CH2:4][CH2:5][CH2:6][C:7]#[C:8][CH2:9][N:10]1[CH:15](/[CH:16]=[CH:17]/[C:18](=[O:24])[CH2:19][CH2:20][CH2:21][CH2:22][CH3:23])[CH2:14][CH2:13][CH2:12][C:11]1=[O:25].